Dataset: Reaction yield outcomes from USPTO patents with 853,638 reactions. Task: Predict the reaction yield, written as a fraction of the theoretical maximum amount of product (1.0 means a 100% yield; for example, 0.34 means a 34% yield). The reactants are [Cl-].[Cl-].C([Al+2])C.[CH3:6][C:7]1([CH3:16])[CH2:12][CH2:11][CH2:10][CH:9]([CH:13]([OH:15])[CH3:14])[CH2:8]1.[CH3:17][C:18]1([O:21][CH2:20]1)[CH3:19]. The catalyst is C1(C)C=CC=CC=1.C1CCCCC1. The product is [CH3:16][C:7]1([CH3:6])[CH2:12][CH2:11][CH2:10][CH:9]([CH:13]([O:15][C:18]([CH3:19])([CH3:17])[CH2:20][OH:21])[CH3:14])[CH2:8]1. The yield is 0.380.